Dataset: Forward reaction prediction with 1.9M reactions from USPTO patents (1976-2016). Task: Predict the product of the given reaction. (1) Given the reactants Cl[C:2]1[N:7]=[CH:6][C:5]([C:8]2[C:16]3[C:11](=[CH:12][C:13]([F:17])=[CH:14][CH:15]=3)[N:10](S(C3C=CC=CC=3)(=O)=O)[CH:9]=2)=[CH:4][CH:3]=1.[CH3:27][N:28]([CH3:32])[CH2:29][CH2:30][OH:31].[H-].[Na+], predict the reaction product. The product is: [F:17][C:13]1[CH:12]=[C:11]2[C:16]([C:8]([C:5]3[CH:4]=[CH:3][C:2]([O:31][CH2:30][CH2:29][N:28]([CH3:32])[CH3:27])=[N:7][CH:6]=3)=[CH:9][NH:10]2)=[CH:15][CH:14]=1. (2) Given the reactants [Cl:1][C:2]1[CH:7]=[CH:6][C:5]([C:8]([C:10]2[N:14]3[N:15]=[C:16]([Cl:19])[CH:17]=[CH:18][C:13]3=[N:12][C:11]=2[CH3:20])=[O:9])=[C:4]([F:21])[CH:3]=1.[CH:22]1[CH:27]=[C:26]2[C:28]([N:30]([CH2:33]C(O)=O)[C:31](=[O:32])[C:25]2=[CH:24][CH:23]=1)=[O:29].FC(F)(F)C(O)=O.S(OOS([O-])(=O)=O)([O-])(=O)=O.[NH4+].[NH4+], predict the reaction product. The product is: [Cl:19][C:16]1[CH:17]=[C:18]([CH2:33][N:30]2[C:31](=[O:32])[C:25]3[C:26](=[CH:27][CH:22]=[CH:23][CH:24]=3)[C:28]2=[O:29])[C:13]2[N:14]([C:10]([C:8](=[O:9])[C:5]3[CH:6]=[CH:7][C:2]([Cl:1])=[CH:3][C:4]=3[F:21])=[C:11]([CH3:20])[N:12]=2)[N:15]=1. (3) Given the reactants [N+:1]([C:4]1[CH:9]=[CH:8][C:7]([C:10]2[N:14]([C:15]3[CH:20]=[CH:19][C:18]([CH3:21])=[CH:17][CH:16]=3)[N:13]=[CH:12][CH:11]=2)=[CH:6][CH:5]=1)([O-:3])=O.[F:22][C:23]1[CH:28]=[CH:27][C:26]([CH2:29]C#N)=[CH:25][CH:24]=1, predict the reaction product. The product is: [F:22][C:23]1[CH:28]=[CH:27][C:26]([C:29]2[O:3][N:1]=[C:4]3[CH:5]=[CH:6][C:7]([C:10]4[N:14]([C:15]5[CH:20]=[CH:19][C:18]([CH3:21])=[CH:17][CH:16]=5)[N:13]=[CH:12][CH:11]=4)=[CH:8][C:9]=23)=[CH:25][CH:24]=1. (4) The product is: [CH:2]1([CH2:1][CH2:8][CH:9]([OH:11])[CH3:10])[CH2:7][CH2:6][CH2:5][CH2:4][CH2:3]1. Given the reactants [CH:1](=[CH:8][C:9](=[O:11])[CH3:10])[C:2]1[CH:7]=[CH:6][CH:5]=[CH:4][CH:3]=1, predict the reaction product. (5) Given the reactants Cl.[C:2]([C:6]1[CH:17]=[CH:16][CH:15]=[CH:14][C:7]=1[O:8][CH:9]1[CH2:13][CH2:12][NH:11][CH2:10]1)([CH3:5])([CH3:4])[CH3:3].Cl.[N:19]1[CH:24]=[CH:23][CH:22]=[CH:21][C:20]=1[C:25](Cl)=[O:26], predict the reaction product. The product is: [C:2]([C:6]1[CH:17]=[CH:16][CH:15]=[CH:14][C:7]=1[O:8][CH:9]1[CH2:13][CH2:12][N:11]([C:25]([C:20]2[CH:21]=[CH:22][CH:23]=[CH:24][N:19]=2)=[O:26])[CH2:10]1)([CH3:5])([CH3:3])[CH3:4]. (6) Given the reactants [Cl:1][C:2]1[C:10]2[CH:9]([CH2:11][C:12]([O:14][CH2:15][CH3:16])=[O:13])[O:8][B:7]([OH:17])[C:6]=2[CH:5]=[C:4]([OH:18])[CH:3]=1.C([O-])([O-])=O.[Cs+].[Cs+].Cl[C:26]1[CH:31]=[N:30][CH:29]=[CH:28][N:27]=1.Cl, predict the reaction product. The product is: [Cl:1][C:2]1[C:10]2[CH:9]([CH2:11][C:12]([O:14][CH2:15][CH3:16])=[O:13])[O:8][B:7]([OH:17])[C:6]=2[CH:5]=[C:4]([O:18][C:26]2[CH:31]=[N:30][CH:29]=[CH:28][N:27]=2)[CH:3]=1. (7) Given the reactants COC1C=C(OC)C=CC=1C(Cl)=O.[CH3:14][O:15][C:16]1[CH:17]=[C:18]2[C:23](=[CH:24][C:25]=1[O:26][CH3:27])[N:22]=[CH:21][CH:20]=[C:19]2[O:28][C:29]1[CH:35]=[CH:34][C:32]([NH2:33])=[CH:31][CH:30]=1.[CH3:36][O:37][C:38]1[CH:43]=[C:42]([O:44][CH3:45])[CH:41]=[CH:40][C:39]=1[C:46]([N:48]=[C:49]=[S:50])=[O:47], predict the reaction product. The product is: [CH3:36][O:37][C:38]1[CH:43]=[C:42]([O:44][CH3:45])[CH:41]=[CH:40][C:39]=1[C:46]([N:48]=[C:49]=[S:50])=[O:47].[CH3:36][O:37][C:38]1[CH:43]=[C:42]([O:44][CH3:45])[CH:41]=[CH:40][C:39]=1[C:46]([NH:48][C:49]([NH:33][C:32]1[CH:34]=[CH:35][C:29]([O:28][C:19]2[C:18]3[C:23](=[CH:24][C:25]([O:26][CH3:27])=[C:16]([O:15][CH3:14])[CH:17]=3)[N:22]=[CH:21][CH:20]=2)=[CH:30][CH:31]=1)=[S:50])=[O:47]. (8) Given the reactants [C:1]([O:5][C:6](=[O:50])[CH2:7][C@H:8]([NH:24][C:25]([C@@H:27]1[CH2:32][CH2:31][CH2:30][N:29]([C:33](=[O:49])[CH2:34][CH2:35][CH:36]2[CH2:41][CH2:40][N:39]([C:42]([O:44][C:45]([CH3:48])([CH3:47])[CH3:46])=[O:43])[CH2:38][CH2:37]2)[CH2:28]1)=[O:26])[C:9]1[CH:10]=[N:11][CH:12]=[C:13]([C:15]#[C:16][C:17]2[CH:22]=[CH:21][C:20]([OH:23])=[CH:19][CH:18]=2)[CH:14]=1)([CH3:4])([CH3:3])[CH3:2].[C:51](=[O:54])([O-])[O-].[Cs+].[Cs+].[CH3:57][C:58]1[CH:63]=[CH:62][C:61]([S:64]([O-:67])(=O)=[O:65])=[CH:60][CH:59]=1.[CH3:68]N(C)C=O, predict the reaction product. The product is: [C:1]([O:5][C:6](=[O:50])[CH2:7][C@H:8]([NH:24][C:25]([C@@H:27]1[CH2:32][CH2:31][CH2:30][N:29]([C:33](=[O:49])[CH2:34][CH2:35][CH:36]2[CH2:41][CH2:40][N:39]([C:42]([O:44][C:45]([CH3:48])([CH3:47])[CH3:46])=[O:43])[CH2:38][CH2:37]2)[CH2:28]1)=[O:26])[C:9]1[CH:10]=[N:11][CH:12]=[C:13]([C:15]#[C:16][C:17]2[CH:22]=[CH:21][C:20]([O:23][CH2:68][CH2:51][O:54][S:64]([C:61]3[CH:62]=[CH:63][C:58]([CH3:57])=[CH:59][CH:60]=3)(=[O:67])=[O:65])=[CH:19][CH:18]=2)[CH:14]=1)([CH3:3])([CH3:2])[CH3:4]. (9) Given the reactants C(N(CC)CC)C.[CH:8]([C:10]1[C:18]2[C:13](=[CH:14][CH:15]=[CH:16][CH:17]=2)[N:12](C(OC(C)(C)C)=O)[CH:11]=1)=[O:9].[CH:26](=[N:33][C:34]1[CH:35]=[N:36][C:37]([O:42][CH3:43])=[C:38]([O:40][CH3:41])[CH:39]=1)[C:27]1[CH:32]=[CH:31][CH:30]=[CH:29][CH:28]=1, predict the reaction product. The product is: [CH3:41][O:40][C:38]1[CH:39]=[C:34]([NH:33][CH:26]([C:27]2[CH:32]=[CH:31][CH:30]=[CH:29][CH:28]=2)[C:8]([C:10]2[C:18]3[C:13](=[CH:14][CH:15]=[CH:16][CH:17]=3)[NH:12][CH:11]=2)=[O:9])[CH:35]=[N:36][C:37]=1[O:42][CH3:43].